From a dataset of Forward reaction prediction with 1.9M reactions from USPTO patents (1976-2016). Predict the product of the given reaction. Given the reactants [C:1](Cl)(=[O:6])[C:2]([CH3:5])([CH3:4])[CH3:3].[CH3:8][S:9]([O:12][CH2:13][CH2:14][C:15]1[CH:26]=[CH:25][C:18]2[O:19][CH2:20][C@@H:21]([CH2:23][OH:24])[O:22][C:17]=2[CH:16]=1)(=[O:11])=[O:10].Cl, predict the reaction product. The product is: [C:1]([O:24][CH2:23][C@H:21]1[O:22][C:17]2[CH:16]=[C:15]([CH2:14][CH2:13][O:12][S:9]([CH3:8])(=[O:10])=[O:11])[CH:26]=[CH:25][C:18]=2[O:19][CH2:20]1)(=[O:6])[C:2]([CH3:5])([CH3:4])[CH3:3].